From a dataset of Reaction yield outcomes from USPTO patents with 853,638 reactions. Predict the reaction yield, written as a fraction of the theoretical maximum amount of product (1.0 means a 100% yield; for example, 0.34 means a 34% yield). The reactants are [CH3:1][C@:2]12[CH2:19][CH2:18][C@H:17]3[C@@H:7]([CH2:8][CH2:9][C:10]4[C@:15]3([CH3:16])[CH:14]=[CH:13][C:12](=[O:20])[CH:11]=4)[C@@H:6]1[CH2:5][CH2:4][C:3]2=[O:21].[OH2:22].[C:23]1([CH3:33])C=CC(S(O)(=O)=O)=CC=1. The catalyst is C1C=CC=CC=1.C(O)CO. The product is [CH2:33]1[CH2:23][O:22][C:3]2([CH2:4][CH2:5][C@H:6]3[C@H:7]4[C@H:17]([CH2:18][CH2:19][C@:2]23[CH3:1])[C@:15]2([CH3:16])[C:10](=[CH:11][C:12](=[O:20])[CH:13]=[CH:14]2)[CH2:9][CH2:8]4)[O:21]1. The yield is 0.950.